This data is from Experimentally validated miRNA-target interactions with 360,000+ pairs, plus equal number of negative samples. The task is: Binary Classification. Given a miRNA mature sequence and a target amino acid sequence, predict their likelihood of interaction. (1) The miRNA is dme-miR-2c-3p with sequence UAUCACAGCCAGCUUUGAUGGGC. The protein sequence of the target gene is MQSIKCVVVGDGAVGKTCLLICYTTNAFPKEYIPTVFDNYSAQSAVDGRTVNLNLWDTAGQEEYDRLRTLSYPQTNVFVICFSIASPPSYENVRHKWHPEVCHHCPDVPILLVGTKKDLRAQPDTLRRLKEQGQAPITPQQGQALAKQIHAVRYLECSALQQDGVKEVFAEAVRAVLNPTPIKRGRSCILL. Result: 0 (no interaction). (2) The miRNA is mmu-miR-184-3p with sequence UGGACGGAGAACUGAUAAGGGU. The protein sequence of the target gene is MFLMNAPPVVALQSRWEAFGQPRSFCLPDCFSEAKEDGSRASVSARVQMLISTLQRDEAALGMGHERLTQRGQRAERSRDTRLAPKPAVCKEQPEFPARGLVANCSALEKDEAGRRSPLELDSDSDDSVDRDIEEAIQEYLKARGGASEPMSQGAPSIPEPAHSSTLPIPCPSQLTPGSGSVPVGASEDQGSTSPASMSSEDSFEQSIRAEIEQFLNEKRQHENPKCDGFVDKKSDPNNSPARLRGNRETSARAALMGTCKEFIFRKPPRLTKMSTQQRNFQPKPTTEPETPVSTKLTAH.... Result: 0 (no interaction).